Dataset: CYP2C19 inhibition data for predicting drug metabolism from PubChem BioAssay. Task: Regression/Classification. Given a drug SMILES string, predict its absorption, distribution, metabolism, or excretion properties. Task type varies by dataset: regression for continuous measurements (e.g., permeability, clearance, half-life) or binary classification for categorical outcomes (e.g., BBB penetration, CYP inhibition). Dataset: cyp2c19_veith. (1) The compound is CCOc1ccccc1C1C(C#N)=C(N)Oc2n[nH]c(CC)c21. The result is 1 (inhibitor). (2) The molecule is CCNCCC1(CC)C(=O)NC(=O)NC1=O. The result is 0 (non-inhibitor).